This data is from Reaction yield outcomes from USPTO patents with 853,638 reactions. The task is: Predict the reaction yield, written as a fraction of the theoretical maximum amount of product (1.0 means a 100% yield; for example, 0.34 means a 34% yield). (1) The yield is 0.120. The catalyst is N1C=CC=CC=1. The reactants are [Br:1][C:2]1[CH:7]=[C:6]([Cl:8])[C:5]([S:9](Cl)(=[O:11])=[O:10])=[C:4]([Cl:13])[CH:3]=1.[NH2:14][C:15]1[C:16]([CH2:22][CH:23]([CH3:25])[CH3:24])=[N:17][N:18]([CH3:21])[C:19]=1[CH3:20]. The product is [Br:1][C:2]1[CH:7]=[C:6]([Cl:8])[C:5]([S:9]([NH:14][C:15]2[C:16]([CH2:22][CH:23]([CH3:25])[CH3:24])=[N:17][N:18]([CH3:21])[C:19]=2[CH3:20])(=[O:11])=[O:10])=[C:4]([Cl:13])[CH:3]=1. (2) The reactants are [N+:1]([C:4]1[CH:9]=[CH:8][C:7]([NH:10][C:11]([NH2:13])=[S:12])=[CH:6][CH:5]=1)([O-:3])=[O:2].[CH2:14](OC(OCC)CBr)[CH3:15]. The catalyst is C(O)(=O)C. The product is [N+:1]([C:4]1[CH:9]=[CH:8][C:7]([NH:10][C:11]2[S:12][CH:14]=[CH:15][N:13]=2)=[CH:6][CH:5]=1)([O-:3])=[O:2]. The yield is 0.490. (3) The reactants are [F:1][C:2]1[C:3]([F:12])=[CH:4][C:5]2[S:9][C:8]([NH2:10])=[N:7][C:6]=2[CH:11]=1.[F:13][C:14]([F:25])([F:24])[C:15]1[CH:23]=[CH:22][CH:21]=[CH:20][C:16]=1[C:17](Cl)=[O:18].Br[CH:27]([CH2:32][CH3:33])[C:28]([O:30]C)=[O:29].COC1C=CC2N=C(N)SC=2C=1.ClC1C=C(C=CC=1)C(Cl)=O.BrCC(OCC)=O. No catalyst specified. The product is [F:1][C:2]1[C:3]([F:12])=[CH:4][C:5]2[S:9][C:8](=[N:10][C:17](=[O:18])[C:16]3[CH:20]=[CH:21][CH:22]=[CH:23][C:15]=3[C:14]([F:25])([F:24])[F:13])[N:7]([CH:27]([CH2:32][CH3:33])[C:28]([OH:30])=[O:29])[C:6]=2[CH:11]=1. The yield is 0.350.